From a dataset of Catalyst prediction with 721,799 reactions and 888 catalyst types from USPTO. Predict which catalyst facilitates the given reaction. (1) Reactant: [NH2:1][C:2]1[NH:7][C:6](=[O:8])[NH:5][C:4](=[O:9])[CH:3]=1.[CH3:10][C:11]([O-])=O.[Na+].ClCC=O. Product: [N:7]1[C:2]2[NH:1][CH:10]=[CH:11][C:3]=2[C:4]([OH:9])=[N:5][C:6]=1[OH:8]. The catalyst class is: 6. (2) Reactant: [CH3:1][O:2][C:3]1[CH:8]=[CH:7][C:6]([C@@H:9]2[C@@H:14]([O:15][CH2:16][C:17]3[CH:18]=[CH:19][C:20]4[O:25][CH2:24][CH2:23][N:22]([CH2:26][CH2:27][CH2:28][O:29][CH3:30])[C:21]=4[CH:31]=3)[CH2:13][N:12]([S:32]([C:35]3[CH:40]=[CH:39][C:38]([CH3:41])=[CH:37][CH:36]=3)(=[O:34])=[O:33])[C@@H:11]([CH2:42][C@H:43]([OH:45])[CH3:44])[CH2:10]2)=[CH:5][CH:4]=1.[H-].[K+].[CH3:48][N:49]([CH3:53])[C:50](Cl)=[O:51]. Product: [CH3:1][O:2][C:3]1[CH:4]=[CH:5][C:6]([C@@H:9]2[C@@H:14]([O:15][CH2:16][C:17]3[CH:18]=[CH:19][C:20]4[O:25][CH2:24][CH2:23][N:22]([CH2:26][CH2:27][CH2:28][O:29][CH3:30])[C:21]=4[CH:31]=3)[CH2:13][N:12]([S:32]([C:35]3[CH:40]=[CH:39][C:38]([CH3:41])=[CH:37][CH:36]=3)(=[O:33])=[O:34])[C@@H:11]([CH2:42][C@H:43]([O:45][C:50](=[O:51])[N:49]([CH3:53])[CH3:48])[CH3:44])[CH2:10]2)=[CH:7][CH:8]=1. The catalyst class is: 30. (3) Reactant: C([BH3-])#N.[Na+].[OH:5][C:6]1[CH:11]=[CH:10][C:9]([N:12]([C:59]2[CH:60]=[C:61]3[CH:67]=[CH:66][N:65]([CH3:68])[C:62]3=[N:63][CH:64]=2)[C:13]([C:15]2[CH:16]=[C:17]([C:24]3[CH:29]=[CH:28][C:27]([O:30][CH2:31][C:32](=[O:39])[N:33]4[CH2:38][CH2:37][CH2:36][CH2:35][CH2:34]4)=[CH:26][C:25]=3[C:40]([N:42]3[C@H:51]([CH2:52][N:53]4[CH2:58][CH2:57][O:56][CH2:55][CH2:54]4)[CH2:50][C:49]4[C:44](=[CH:45][CH:46]=[CH:47][CH:48]=4)[CH2:43]3)=[O:41])[N:18]3[C:23]=2[CH2:22][CH2:21][CH2:20][CH2:19]3)=[O:14])=[CH:8][CH:7]=1. Product: [OH:5][C:6]1[CH:7]=[CH:8][C:9]([N:12]([C:59]2[CH:60]=[C:61]3[CH2:67][CH2:66][N:65]([CH3:68])[C:62]3=[N:63][CH:64]=2)[C:13]([C:15]2[CH:16]=[C:17]([C:24]3[CH:29]=[CH:28][C:27]([O:30][CH2:31][C:32](=[O:39])[N:33]4[CH2:38][CH2:37][CH2:36][CH2:35][CH2:34]4)=[CH:26][C:25]=3[C:40]([N:42]3[C@H:51]([CH2:52][N:53]4[CH2:58][CH2:57][O:56][CH2:55][CH2:54]4)[CH2:50][C:49]4[C:44](=[CH:45][CH:46]=[CH:47][CH:48]=4)[CH2:43]3)=[O:41])[N:18]3[C:23]=2[CH2:22][CH2:21][CH2:20][CH2:19]3)=[O:14])=[CH:10][CH:11]=1. The catalyst class is: 15.